The task is: Predict the reaction yield, written as a fraction of the theoretical maximum amount of product (1.0 means a 100% yield; for example, 0.34 means a 34% yield).. This data is from Reaction yield outcomes from USPTO patents with 853,638 reactions. (1) The reactants are OP([O-])(O)=O.[K+].COC(=O)CCCCC[C@H:15]1[CH2:23][CH2:22][CH2:21][C:20]2[NH:19][C:18]3[CH2:24][CH:25](S(C4C=CC(C)=CC=4)(=O)=O)[CH:26]=[CH:27]OC[C:30](=[O:41])[NH:31][C:32]4[CH:40]=[CH:39][CH:38]=[CH:37][C:33]=4[NH:34][C:35](=O)[C:17]=3[C:16]1=2.[OH:53][NH2:54].[OH-:55].[Na+].Cl.C1C[O:61][CH2:60][CH2:59]1.[CH3:63][OH:64]. The catalyst is [Na].[Hg].[Hg].CCOC(C)=O. The product is [O:55]=[C:35]1[C:17]2[C:16]3[C@H:15]([CH2:59][C:60]([NH:54][OH:53])=[O:61])[CH2:23][CH2:22][CH2:21][C:20]=3[NH:19][C:18]=2[CH2:24][CH2:25][CH:26]=[CH:27][O:64][CH2:63][C:30](=[O:41])[NH:31][C:32]2[CH:40]=[CH:39][CH:38]=[CH:37][C:33]=2[NH:34]1. The yield is 1.00. (2) The reactants are [Br:1][C:2]1[C:3](F)=[C:4]2[C:10]([NH:11][C:12]([CH:14]3[CH2:18][CH2:17][O:16][CH2:15]3)=[O:13])=[CH:9][NH:8][C:5]2=[N:6][CH:7]=1.[NH:20]1[CH2:25][CH2:24][CH2:23][C@@H:22]([NH:26][C:27](=[O:33])[O:28][C:29]([CH3:32])([CH3:31])[CH3:30])[CH2:21]1. The catalyst is CCCCO. The product is [Br:1][C:2]1[C:3]([N:20]2[CH2:25][CH2:24][CH2:23][C@@H:22]([NH:26][C:27](=[O:33])[O:28][C:29]([CH3:31])([CH3:30])[CH3:32])[CH2:21]2)=[C:4]2[C:10]([NH:11][C:12]([CH:14]3[CH2:18][CH2:17][O:16][CH2:15]3)=[O:13])=[CH:9][NH:8][C:5]2=[N:6][CH:7]=1. The yield is 0.200. (3) The reactants are [CH:1]1([NH:7][C:8]([NH:10][CH2:11][C:12]([CH3:14])=[CH2:13])=[O:9])[CH2:6][CH2:5][CH2:4][CH2:3][CH2:2]1. The catalyst is C(O)(C(F)(F)F)=O. The product is [CH:1]1([N:7]2[C:12]([CH3:14])([CH3:13])[CH2:11][NH:10][C:8]2=[O:9])[CH2:6][CH2:5][CH2:4][CH2:3][CH2:2]1. The yield is 1.00. (4) The product is [Br:14][C:15]1[CH:21]=[C:20]([N+:22]([O-:24])=[O:23])[CH:19]=[CH:18][C:16]=1[N:17]1[C:6](=[O:8])[C:5]2[C:4](=[CH:13][CH:12]=[CH:11][CH:10]=2)[NH:1][C:2]1=[O:3]. The reactants are [N:1]([C:4]1[CH:13]=[CH:12][CH:11]=[CH:10][C:5]=1[C:6]([O:8]C)=O)=[C:2]=[O:3].[Br:14][C:15]1[CH:21]=[C:20]([N+:22]([O-:24])=[O:23])[CH:19]=[CH:18][C:16]=1[NH2:17].CCN(C(C)C)C(C)C.C1CCN2C(=NCCC2)CC1. The yield is 0.440. The catalyst is CN(C=O)C. (5) The reactants are [CH2:1]([NH2:8])[C:2]1[CH:7]=[CH:6][CH:5]=[CH:4][CH:3]=1.[Br:9][C:10]1[C:14](=[CH:15][Br:16])[O:13][C:12](=[O:17])[C:11]=1[CH2:18][CH2:19][CH2:20][CH2:21][CH2:22][CH3:23].ClCCl.ClCCl.C(OCC)(=O)C. The catalyst is C(O)C. The product is [Br:9][C:10]1[C:14]([NH:8][CH2:1][C:2]2[CH:7]=[CH:6][CH:5]=[CH:4][CH:3]=2)([CH2:15][Br:16])[O:13][C:12](=[O:17])[C:11]=1[CH2:18][CH2:19][CH2:20][CH2:21][CH2:22][CH3:23]. The yield is 0.560. (6) The reactants are [C:1]([C:3]1[N:8]=[CH:7][C:6]([CH2:9][O:10][C:11]2[CH:16]=[CH:15][C:14]([C:17]3[N:22]4[N:23]=[C:24]([NH:26][C:27]([CH:29]5[CH2:31][CH2:30]5)=[O:28])[N:25]=[C:21]4[CH:20]=[CH:19][CH:18]=3)=[CH:13][CH:12]=2)=[CH:5][CH:4]=1)#[N:2].C([O-])([O-])=[O:33].[K+].[K+].OO. The catalyst is CS(C)=O. The product is [CH:29]1([C:27]([NH:26][C:24]2[N:25]=[C:21]3[CH:20]=[CH:19][CH:18]=[C:17]([C:14]4[CH:13]=[CH:12][C:11]([O:10][CH2:9][C:6]5[CH:5]=[CH:4][C:3]([C:1]([NH2:2])=[O:33])=[N:8][CH:7]=5)=[CH:16][CH:15]=4)[N:22]3[N:23]=2)=[O:28])[CH2:30][CH2:31]1. The yield is 0.810. (7) The reactants are [OH:1][C:2]1[CH:3]=[C:4]([CH:9]=[CH:10][C:11]=1[OH:12])[CH:5]=[CH:6][CH:7]=O.[C:13]([CH2:15][C:16]([N-:18][CH2:19][C:20]1[CH:25]=[CH:24][C:23]([O:26][CH3:27])=[C:22]([O:28][CH3:29])[CH:21]=1)=[O:17])#[N:14].N1CCCCC1.Cl. The catalyst is C(O)C.O. The product is [CH3:29][O:28][C:22]1[CH:21]=[C:20]([CH:25]=[CH:24][C:23]=1[O:26][CH3:27])[CH2:19][NH:18][C:16](/[C:15](=[CH:7]/[CH:6]=[CH:5]/[C:4]1[CH:9]=[CH:10][C:11]([OH:12])=[C:2]([OH:1])[CH:3]=1)/[C:13]#[N:14])=[O:17]. The yield is 0.680. (8) The reactants are CC(OI1(OC(C)=O)(OC(C)=O)OC(=O)C2C=CC=CC1=2)=O.[C:23]([O:27][C:28]([N:30]1[CH2:34][CH:33]([OH:35])[CH:32]([CH2:36][C:37]2[CH:42]=[CH:41][CH:40]=[C:39]([NH:43][C:44]([O:46][C:47]([CH3:50])([CH3:49])[CH3:48])=[O:45])[N:38]=2)[CH2:31]1)=[O:29])([CH3:26])([CH3:25])[CH3:24].[O-]S([O-])(=S)=O.[Na+].[Na+]. The catalyst is C(Cl)Cl. The product is [C:23]([O:27][C:28]([N:30]1[CH2:34][C:33](=[O:35])[CH:32]([CH2:36][C:37]2[CH:42]=[CH:41][CH:40]=[C:39]([NH:43][C:44]([O:46][C:47]([CH3:50])([CH3:49])[CH3:48])=[O:45])[N:38]=2)[CH2:31]1)=[O:29])([CH3:25])([CH3:26])[CH3:24]. The yield is 0.960.